From a dataset of Reaction yield outcomes from USPTO patents with 853,638 reactions. Predict the reaction yield, written as a fraction of the theoretical maximum amount of product (1.0 means a 100% yield; for example, 0.34 means a 34% yield). (1) The product is [OH:18][C@@H:20]1[CH2:21][C:22]2[C:27](=[CH:26][CH:25]=[CH:24][CH:23]=2)[C@H:19]1[O:1][C:2]1[C:10]2[N:9]=[C:8]([CH3:11])[N:7]([CH3:12])[C:6]=2[CH:5]=[C:4]([C:13]([O:15][CH2:16][CH3:17])=[O:14])[CH:3]=1. The catalyst is C(O)C.O. The reactants are [OH:1][C:2]1[C:10]2[N:9]=[C:8]([CH3:11])[N:7]([CH3:12])[C:6]=2[CH:5]=[C:4]([C:13]([O:15][CH2:16][CH3:17])=[O:14])[CH:3]=1.[O:18]1[CH:20]2[CH2:21][C:22]3[C:27]([CH:19]12)=[CH:26][CH:25]=[CH:24][CH:23]=3.C(N(CC)CC)C. The yield is 0.720. (2) The reactants are [C:1]12[C:7](=[CH:8][CH:9]=[CH:10][CH:11]=1)[NH:6][C:5](=[O:12])[O:4][C:2]2=[O:3].C([O-])([O-])=O.[K+].[K+].[C:19]([O:23][C:24](=[O:30])[NH:25][CH2:26][CH2:27][CH2:28]Br)([CH3:22])([CH3:21])[CH3:20].O. The catalyst is CN(C=O)C. The product is [C:19]([O:23][C:24](=[O:30])[NH:25][CH2:26][CH2:27][CH2:28][N:6]1[C:7]2[CH:8]=[CH:9][CH:10]=[CH:11][C:1]=2[C:2](=[O:3])[O:4][C:5]1=[O:12])([CH3:22])([CH3:21])[CH3:20]. The yield is 0.530.